From a dataset of Peptide-MHC class I binding affinity with 185,985 pairs from IEDB/IMGT. Regression. Given a peptide amino acid sequence and an MHC pseudo amino acid sequence, predict their binding affinity value. This is MHC class I binding data. The peptide sequence is AVVMSWAPPV. The MHC is HLA-A02:01 with pseudo-sequence HLA-A02:01. The binding affinity (normalized) is 0.555.